Dataset: Full USPTO retrosynthesis dataset with 1.9M reactions from patents (1976-2016). Task: Predict the reactants needed to synthesize the given product. Given the product [OH:13][CH:12]1[N:8]([C:5]2[CH:6]=[CH:7][CH:2]=[CH:3][CH:4]=2)[C:9](=[O:26])[C:10]([C:20]2[CH:21]=[CH:22][CH:23]=[CH:24][CH:25]=2)=[C:11]1[C:14]1[CH:19]=[CH:18][CH:17]=[CH:16][CH:15]=1, predict the reactants needed to synthesize it. The reactants are: Cl[C:2]1[CH:7]=[CH:6][C:5]([N:8]2[C:12](=[O:13])[C:11]([C:14]3[CH:19]=[CH:18][CH:17]=[CH:16][CH:15]=3)=[C:10]([C:20]3[CH:25]=[CH:24][CH:23]=[CH:22][CH:21]=3)[C:9]2=[O:26])=[CH:4][CH:3]=1.